This data is from Full USPTO retrosynthesis dataset with 1.9M reactions from patents (1976-2016). The task is: Predict the reactants needed to synthesize the given product. (1) The reactants are: [C:1]([O:10][CH3:11])(=[O:9])[C:2]1[C:3](=[CH:5][CH:6]=[CH:7][CH:8]=1)[OH:4].Br[CH2:13][CH2:14][CH2:15][C:16]([O:18][CH2:19][CH3:20])=[O:17].C(=O)([O-])[O-].[K+].[K+].[I-].[K+]. Given the product [CH3:11][O:10][C:1](=[O:9])[C:2]1[CH:8]=[CH:7][CH:6]=[CH:5][C:3]=1[O:4][CH2:13][CH2:14][CH2:15][C:16]([O:18][CH2:19][CH3:20])=[O:17], predict the reactants needed to synthesize it. (2) The reactants are: [H-].[Na+].[CH3:3][C:4]1([CH3:18])[CH2:9][C:8](=[O:10])[CH2:7][C:6](=[O:11])[CH:5]1[C:12]1[CH:17]=[CH:16][CH:15]=[CH:14][CH:13]=1.[F:19][C:20]([F:31])([F:30])[C:21]1[CH:26]=[CH:25][CH:24]=[C:23]([N:27]=[C:28]=[O:29])[CH:22]=1. Given the product [F:19][C:20]([F:30])([F:31])[C:21]1[CH:22]=[C:23]([NH:27][C:28]([CH:7]2[C:8](=[O:10])[CH2:9][C:4]([CH3:18])([CH3:3])[CH:5]([C:12]3[CH:17]=[CH:16][CH:15]=[CH:14][CH:13]=3)[C:6]2=[O:11])=[O:29])[CH:24]=[CH:25][CH:26]=1, predict the reactants needed to synthesize it. (3) Given the product [Cl:1][C:2]1[CH:7]=[CH:6][N:5]=[C:4]2[CH:8]=[C:9]([C:25]3[N:29]([CH3:30])[CH:28]=[N:27][CH:26]=3)[S:10][C:3]=12, predict the reactants needed to synthesize it. The reactants are: [Cl:1][C:2]1[CH:7]=[CH:6][N:5]=[C:4]2[CH:8]=[C:9]([Sn](CCCC)(CCCC)CCCC)[S:10][C:3]=12.Br[C:25]1[N:29]([CH3:30])[CH:28]=[N:27][CH:26]=1. (4) Given the product [CH3:3][CH:2]([C@H:4]1[CH2:5][NH:6][CH2:7][CH2:8][N:9]1[C:17]([O:19][C:20]([CH3:23])([CH3:22])[CH3:21])=[O:18])[CH3:1], predict the reactants needed to synthesize it. The reactants are: [CH3:1][CH:2]([C@@H:4]1[NH:9][CH2:8][CH2:7][N:6](CC2C=CC=CC=2)[CH2:5]1)[CH3:3].[C:17](O[C:17]([O:19][C:20]([CH3:23])([CH3:22])[CH3:21])=[O:18])([O:19][C:20]([CH3:23])([CH3:22])[CH3:21])=[O:18]. (5) Given the product [F:21][C:20]([F:23])([F:22])[C:19]1[N:2]=[C:1]([NH:4][C:5]2[CH:6]=[CH:7][C:8]([C@@H:11]([CH3:16])[C:12]([O:14][CH3:15])=[O:13])=[CH:9][CH:10]=2)[S:3][CH:18]=1, predict the reactants needed to synthesize it. The reactants are: [C:1]([NH:4][C:5]1[CH:10]=[CH:9][C:8]([C@@H:11]([CH3:16])[C:12]([O:14][CH3:15])=[O:13])=[CH:7][CH:6]=1)(=[S:3])[NH2:2].Br[CH2:18][C:19](=O)[C:20]([F:23])([F:22])[F:21]. (6) Given the product [CH:8]([Si:4]([O:11][CH2:12][C@@H:13]([O:23][CH3:24])[CH2:14][NH:15][C:16]([O:18][C:19]([CH3:22])([CH3:21])[CH3:20])=[O:17])([CH:5]([CH3:7])[CH3:6])[CH:1]([CH3:3])[CH3:2])([CH3:9])[CH3:10], predict the reactants needed to synthesize it. The reactants are: [CH:1]([Si:4]([O:11][CH2:12][C@@H:13]([OH:23])[CH2:14][NH:15][C:16]([O:18][C:19]([CH3:22])([CH3:21])[CH3:20])=[O:17])([CH:8]([CH3:10])[CH3:9])[CH:5]([CH3:7])[CH3:6])([CH3:3])[CH3:2].[CH3:24]I. (7) Given the product [Cl:19][C:20]1[CH:21]=[C:22]([C:2]2[CH:14]=[CH:13][C:5]([C:6]([NH:8][S:9]([CH3:12])(=[O:11])=[O:10])=[O:7])=[CH:4][C:3]=2[O:15][CH:16]([F:18])[F:17])[CH:23]=[N:24][C:25]=1[F:26], predict the reactants needed to synthesize it. The reactants are: Br[C:2]1[CH:14]=[CH:13][C:5]([C:6]([NH:8][S:9]([CH3:12])(=[O:11])=[O:10])=[O:7])=[CH:4][C:3]=1[O:15][CH:16]([F:18])[F:17].[Cl:19][C:20]1[CH:21]=[C:22](B(O)O)[CH:23]=[N:24][C:25]=1[F:26].C([O-])([O-])=O.[Na+].[Na+]. (8) Given the product [NH2:13][C:10]1[CH:9]=[CH:8][C:7]([N:2]([CH3:1])[C:3](=[O:6])[CH2:4][CH3:5])=[CH:12][CH:11]=1, predict the reactants needed to synthesize it. The reactants are: [CH3:1][N:2]([C:7]1[CH:12]=[CH:11][C:10]([N+:13]([O-])=O)=[CH:9][CH:8]=1)[C:3](=[O:6])[CH2:4][CH3:5]. (9) Given the product [CH:5]1([C@H:11]([OH:12])[C@H:2]([CH3:3])[CH:1]=[O:4])[CH2:10][CH2:9][CH2:8][CH2:7][CH2:6]1, predict the reactants needed to synthesize it. The reactants are: [CH:1](=[O:4])[CH2:2][CH3:3].[CH:5]1([CH:11]=[O:12])[CH2:10][CH2:9][CH2:8][CH2:7][CH2:6]1.N1CCC[C@H]1C(O)=O.